From a dataset of NCI-60 drug combinations with 297,098 pairs across 59 cell lines. Regression. Given two drug SMILES strings and cell line genomic features, predict the synergy score measuring deviation from expected non-interaction effect. (1) Drug 1: CNC(=O)C1=CC=CC=C1SC2=CC3=C(C=C2)C(=NN3)C=CC4=CC=CC=N4. Drug 2: CC1=C(C(CCC1)(C)C)C=CC(=CC=CC(=CC(=O)O)C)C. Cell line: NCI-H226. Synergy scores: CSS=6.73, Synergy_ZIP=-0.690, Synergy_Bliss=1.42, Synergy_Loewe=-2.64, Synergy_HSA=0.266. (2) Drug 1: CNC(=O)C1=CC=CC=C1SC2=CC3=C(C=C2)C(=NN3)C=CC4=CC=CC=N4. Drug 2: CC(C)NC(=O)C1=CC=C(C=C1)CNNC.Cl. Cell line: HT29. Synergy scores: CSS=0.564, Synergy_ZIP=1.33, Synergy_Bliss=0.512, Synergy_Loewe=-4.60, Synergy_HSA=-3.40. (3) Drug 1: CCN(CC)CCNC(=O)C1=C(NC(=C1C)C=C2C3=C(C=CC(=C3)F)NC2=O)C. Drug 2: C1CCC(C(C1)[NH-])[NH-].C(=O)(C(=O)[O-])[O-].[Pt+4]. Cell line: HCT116. Synergy scores: CSS=82.3, Synergy_ZIP=7.56, Synergy_Bliss=6.46, Synergy_Loewe=-1.83, Synergy_HSA=11.0. (4) Drug 1: C1=CN(C(=O)N=C1N)C2C(C(C(O2)CO)O)O.Cl. Drug 2: CN1C2=C(C=C(C=C2)N(CCCl)CCCl)N=C1CCCC(=O)O.Cl. Cell line: SW-620. Synergy scores: CSS=42.8, Synergy_ZIP=-1.46, Synergy_Bliss=-3.57, Synergy_Loewe=-45.0, Synergy_HSA=-3.67.